This data is from Full USPTO retrosynthesis dataset with 1.9M reactions from patents (1976-2016). The task is: Predict the reactants needed to synthesize the given product. (1) The reactants are: [CH2:1]([C:3]1[CH:4]=[C:5]([CH:9]=[C:10]([CH3:12])[N:11]=1)[C:6]([OH:8])=O)[CH3:2].[CH3:13][C:14]1([CH3:28])[CH:16]2[CH2:17][C:18]3[C:22]([CH:15]12)=[C:21]([CH3:23])[S:20][C:19]=3[C:24]([NH:26][NH2:27])=[O:25].C1C=CC2N(O)N=NC=2C=1.C(Cl)CCl. Given the product [CH3:13][C:14]1([CH3:28])[CH:16]2[CH2:17][C:18]3[C:22]([CH:15]12)=[C:21]([CH3:23])[S:20][C:19]=3[C:24]([NH:26][NH:27][C:6](=[O:8])[C:5]1[CH:9]=[C:10]([CH3:12])[N:11]=[C:3]([CH2:1][CH3:2])[CH:4]=1)=[O:25], predict the reactants needed to synthesize it. (2) Given the product [CH2:1]([C:8]1[N:13]([CH2:14][C:34]([NH:36][CH:37]([C:46](=[O:57])[CH2:47][O:48][CH2:49][C:50]2[CH:55]=[CH:54][CH:53]=[CH:52][C:51]=2[Cl:56])[CH2:38][C:39]([OH:41])=[O:40])=[O:35])[C:12](=[O:18])[C:11]([NH:19][C:20](=[O:29])[CH2:21][CH2:22][C:23]2[CH:24]=[CH:25][CH:26]=[CH:27][CH:28]=2)=[CH:10][CH:9]=1)[C:2]1[CH:7]=[CH:6][CH:5]=[CH:4][CH:3]=1, predict the reactants needed to synthesize it. The reactants are: [CH2:1]([C:8]1[N:13]([CH2:14]C(O)=O)[C:12](=[O:18])[C:11]([NH:19][C:20](=[O:29])[CH2:21][CH2:22][C:23]2[CH:28]=[CH:27][CH:26]=[CH:25][CH:24]=2)=[CH:10][CH:9]=1)[C:2]1[CH:7]=[CH:6][CH:5]=[CH:4][CH:3]=1.C(O[C:34]([NH:36][CH:37]([C:46](=[O:57])[CH2:47][O:48][CH2:49][C:50]1[CH:55]=[CH:54][CH:53]=[CH:52][C:51]=1[Cl:56])[CH2:38][C:39]([O:41]C(C)(C)C)=[O:40])=[O:35])C=C.